From a dataset of Forward reaction prediction with 1.9M reactions from USPTO patents (1976-2016). Predict the product of the given reaction. (1) Given the reactants [F:1][C:2]1[CH:3]=[C:4]([CH:8]([OH:10])[CH3:9])[CH:5]=[CH:6][CH:7]=1.[N+:11]([C:14]1[CH:19]=[CH:18][C:17](O)=[CH:16][CH:15]=1)([O-:13])=[O:12], predict the reaction product. The product is: [F:1][C:2]1[CH:7]=[CH:6][CH:5]=[C:4]([CH:8]([O:10][C:17]2[CH:18]=[CH:19][C:14]([N+:11]([O-:13])=[O:12])=[CH:15][CH:16]=2)[CH3:9])[CH:3]=1. (2) Given the reactants [C:1]1([C:13]2[C:14](=[O:28])[NH:15][C:16](=[O:27])[C:17]=2[C:18]2[C:26]3[C:21](=[CH:22][CH:23]=[CH:24][CH:25]=3)[NH:20][CH:19]=2)[C:11]2=[C:12]3[C:7](=[CH:8][CH:9]=[CH:10]2)[CH2:6][CH2:5][CH2:4][N:3]3[CH:2]=1.[H][H], predict the reaction product. The product is: [C:1]1([C@H:13]2[C@@H:17]([C:18]3[C:26]4[C:21](=[CH:22][CH:23]=[CH:24][CH:25]=4)[NH:20][CH:19]=3)[C:16](=[O:27])[NH:15][C:14]2=[O:28])[C:11]2=[C:12]3[C:7](=[CH:8][CH:9]=[CH:10]2)[CH2:6][CH2:5][CH2:4][N:3]3[CH:2]=1. (3) The product is: [CH3:3][C:4]1([CH3:26])[CH2:13][C:12]2[C:7](=[C:8]3[CH2:17][C:16]([CH3:18])([CH3:19])[O:15][C:9]3=[C:10]([O:14][CH2:28][CH2:29][N:30]3[C:31](=[O:40])[C:32]4[C:33](=[CH:36][CH:37]=[CH:38][CH:39]=4)[C:34]3=[O:35])[CH:11]=2)[C:6]([C:20]2[CH:21]=[CH:22][CH:23]=[CH:24][CH:25]=2)=[N:5]1. Given the reactants [H-].[Na+].[CH3:3][C:4]1([CH3:26])[CH2:13][C:12]2[C:7](=[C:8]3[CH2:17][C:16]([CH3:19])([CH3:18])[O:15][C:9]3=[C:10]([OH:14])[CH:11]=2)[C:6]([C:20]2[CH:25]=[CH:24][CH:23]=[CH:22][CH:21]=2)=[N:5]1.Br[CH2:28][CH2:29][N:30]1[C:34](=[O:35])[C:33]2=[CH:36][CH:37]=[CH:38][CH:39]=[C:32]2[C:31]1=[O:40].C(=O)([O-])[O-].[K+].[K+], predict the reaction product. (4) Given the reactants [NH2:1][CH2:2][CH:3]([OH:5])[CH3:4].[Cl:6][C:7]1[CH:12]=[CH:11][C:10]([CH2:13][CH2:14]Cl)=[CH:9][CH:8]=1.ClC1C=CC=CC=1, predict the reaction product. The product is: [Cl:6][C:7]1[CH:12]=[CH:11][C:10]([CH2:13][CH2:14][NH:1][CH2:2][CH:3]([OH:5])[CH3:4])=[CH:9][CH:8]=1. (5) Given the reactants [CH3:1][C:2]1[N:6]=[C:5]([C:7]2[CH:8]=[CH:9][C:10]([O:15][CH2:16][CH:17]([CH3:19])[CH3:18])=[C:11]([C:13]#[N:14])[CH:12]=2)[S:4][C:3]=1[C:20]([OH:22])=[O:21].CN(C=[O:27])C, predict the reaction product. The product is: [CH3:1][C:2]1[N:6]=[C:5]([C:7]2[CH:8]=[CH:9][C:10]([O:15][CH2:16][CH:17]([CH3:19])[CH3:18])=[C:11]([C:13]#[N:14])[CH:12]=2)[S:4][C:3]=1[C:20]([OH:22])=[O:21].[CH3:3][S:4]([CH3:5])=[O:27].